Task: Predict the product of the given reaction.. Dataset: Forward reaction prediction with 1.9M reactions from USPTO patents (1976-2016) (1) Given the reactants [CH2:1]([C@@H:8]1[CH2:13][N:12](CC2C=CC=CC=2)[CH2:11][CH2:10][N:9]1[C:21]([C:23]1[S:24][CH:25]=[CH:26][C:27]=1[C:28]1[CH:33]=[CH:32][CH:31]=[CH:30][C:29]=1[O:34][C:35]1[CH:40]=[CH:39][CH:38]=[CH:37][CH:36]=1)=[O:22])[C:2]1[CH:7]=[CH:6][CH:5]=[CH:4][CH:3]=1.ClC(OC(Cl)C)=O, predict the reaction product. The product is: [CH2:1]([C@@H:8]1[CH2:13][NH:12][CH2:11][CH2:10][N:9]1[C:21]([C:23]1[S:24][CH:25]=[CH:26][C:27]=1[C:28]1[CH:33]=[CH:32][CH:31]=[CH:30][C:29]=1[O:34][C:35]1[CH:40]=[CH:39][CH:38]=[CH:37][CH:36]=1)=[O:22])[C:2]1[CH:3]=[CH:4][CH:5]=[CH:6][CH:7]=1. (2) Given the reactants [CH3:1][C:2]1[CH:3]=[C:4]([N:13]2[CH2:17][CH2:16][CH:15]([O:18][C:19]3[CH:24]=[CH:23][C:22]([O:25][C:26]([F:29])([F:28])[F:27])=[CH:21][CH:20]=3)[C:14]2=[O:30])[CH:5]=[CH:6][C:7]=1[O:8][CH2:9][CH2:10][S:11][CH3:12].C1C=C(Cl)C=C(C(OO)=[O:39])C=1, predict the reaction product. The product is: [CH3:1][C:2]1[CH:3]=[C:4]([N:13]2[CH2:17][CH2:16][CH:15]([O:18][C:19]3[CH:24]=[CH:23][C:22]([O:25][C:26]([F:29])([F:27])[F:28])=[CH:21][CH:20]=3)[C:14]2=[O:30])[CH:5]=[CH:6][C:7]=1[O:8][CH2:9][CH2:10][S:11]([CH3:12])=[O:39]. (3) Given the reactants [C:1]([C:4]1[CH:9]=[CH:8][C:7](OS(C(F)(F)F)(=O)=O)=[C:6]([CH3:18])[CH:5]=1)(=[O:3])[CH3:2].C([Sn](CCCC)(CCCC)[C:24]1[O:25][CH:26]=[CH:27][CH:28]=1)CCC.[Cl-].[Li+], predict the reaction product. The product is: [O:25]1[CH:26]=[CH:27][CH:28]=[C:24]1[C:7]1[CH:8]=[CH:9][C:4]([C:1](=[O:3])[CH3:2])=[CH:5][C:6]=1[CH3:18]. (4) Given the reactants CN1C=CN=C1.[Cl:7][C:8]1[S:12][C:11]([C:13]([OH:15])=O)=[CH:10][CH:9]=1.CS(Cl)(=O)=O.[NH2:21][CH2:22][C@@H:23]1[O:27][C:26](=[O:28])[N:25]([C:29]2[CH:34]=[CH:33][C:32]([N:35]3[CH2:40][CH2:39][O:38][CH2:37][C:36]3=[O:41])=[CH:31][CH:30]=2)[CH2:24]1, predict the reaction product. The product is: [CH:33]1[C:32]([N:35]2[C:36](=[O:41])[CH2:37][O:38][CH2:39][CH2:40]2)=[CH:31][CH:30]=[C:29]([N:25]2[C:26](=[O:28])[O:27][C@@H:23]([CH2:22][NH:21][C:13]([C:11]3[S:12][C:8]([Cl:7])=[CH:9][CH:10]=3)=[O:15])[CH2:24]2)[CH:34]=1. (5) Given the reactants [Cl:1][C:2]1[N:7]=[CH:6][C:5]([OH:8])=[CH:4][CH:3]=1.F[C:10]1[CH:17]=[CH:16][CH:15]=[CH:14][C:11]=1[CH:12]=[O:13].C(=O)([O-])[O-].[K+].[K+], predict the reaction product. The product is: [Cl:1][C:2]1[N:7]=[CH:6][C:5]([O:8][C:10]2[CH:17]=[CH:16][CH:15]=[CH:14][C:11]=2[CH:12]=[O:13])=[CH:4][CH:3]=1.